The task is: Predict the product of the given reaction.. This data is from Forward reaction prediction with 1.9M reactions from USPTO patents (1976-2016). (1) Given the reactants [CH:1]12[CH2:7][CH:4]([CH2:5][CH2:6]1)[C:3](=O)[C:2]2=O.COP([CH2:16][C:17]([C:19]1[CH:24]=[C:23]([Cl:25])[CH:22]=[CH:21][C:20]=1[C:26]([F:29])([F:28])[F:27])=O)(=O)OC.O.[NH2:31][NH2:32], predict the reaction product. The product is: [Cl:25][C:23]1[CH:22]=[CH:21][C:20]([C:26]([F:29])([F:28])[F:27])=[C:19]([C:17]2[N:31]=[N:32][C:2]3[CH:1]4[CH2:7][CH:4]([C:3]=3[CH:16]=2)[CH2:5][CH2:6]4)[CH:24]=1. (2) Given the reactants [H-].[Na+].[C:3]1([CH2:9][C:10]#[N:11])[CH:8]=[CH:7][CH:6]=[CH:5][CH:4]=1.Br[CH2:13][CH2:14][CH2:15][CH2:16]Br.Cl, predict the reaction product. The product is: [C:3]1([C:9]2([C:10]#[N:11])[CH2:16][CH2:15][CH2:14][CH2:13]2)[CH:8]=[CH:7][CH:6]=[CH:5][CH:4]=1. (3) Given the reactants C[O:2][C:3]([C:5]1[CH:10]=[C:9]([Br:11])[C:8](=[O:12])[N:7]([CH3:13])[C:6]=1[CH2:14][N:15]([CH2:26][C:27]([O:29][CH3:30])=[O:28])S(C1C=CC(C)=CC=1)(=O)=O)=O.C[O-].[Na+].Cl, predict the reaction product. The product is: [CH3:30][O:29][C:27]([C:26]1[C:3]([OH:2])=[C:5]2[C:6](=[CH:14][N:15]=1)[N:7]([CH3:13])[C:8](=[O:12])[C:9]([Br:11])=[CH:10]2)=[O:28]. (4) Given the reactants Cl.[Cl:2][C:3]1[C:4]([O:20][CH3:21])=[C:5]([N:9]2[C:13]([CH2:14][NH2:15])=[CH:12][C:11]([C:16]([F:19])([F:18])[F:17])=[N:10]2)[CH:6]=[CH:7][CH:8]=1.[F:22][C:23]1[CH:24]=[C:25]([NH:31][C:32](=O)[O:33]C2C=CC=CC=2)[CH:26]=[CH:27][C:28]=1[CH2:29][OH:30], predict the reaction product. The product is: [Cl:2][C:3]1[C:4]([O:20][CH3:21])=[C:5]([N:9]2[C:13]([CH2:14][NH:15][C:32]([NH:31][C:25]3[CH:26]=[CH:27][C:28]([CH2:29][OH:30])=[C:23]([F:22])[CH:24]=3)=[O:33])=[CH:12][C:11]([C:16]([F:18])([F:19])[F:17])=[N:10]2)[CH:6]=[CH:7][CH:8]=1. (5) Given the reactants Cl.[I:2][C:3]1[CH:4]=[C:5]2[C:10](=[CH:11][CH:12]=1)[O:9][C@@H:8]([CH2:13][NH2:14])[CH2:7][CH2:6]2.C(=O)(O)[O-].[Na+].[C:20]([O:24][C:25](O[C:25]([O:24][C:20]([CH3:23])([CH3:22])[CH3:21])=[O:26])=[O:26])([CH3:23])([CH3:22])[CH3:21], predict the reaction product. The product is: [I:2][C:3]1[CH:4]=[C:5]2[C:10](=[CH:11][CH:12]=1)[O:9][C@@H:8]([CH2:13][NH:14][C:25](=[O:26])[O:24][C:20]([CH3:23])([CH3:22])[CH3:21])[CH2:7][CH2:6]2. (6) Given the reactants [F:1][C:2]1[CH:10]=[CH:9][CH:8]=[C:7]2[C:3]=1[CH2:4][CH2:5][N:6]2[C:11](=[O:28])[CH:12]([C:14]1[N:19]=[C:18]([O:20]C)[CH:17]=[C:16]([N:22]2[CH2:27][CH2:26][O:25][CH2:24][CH2:23]2)[N:15]=1)[CH3:13].[I-].[K+].C(#N)C.C[Si](C)(C)Cl, predict the reaction product. The product is: [F:1][C:2]1[CH:10]=[CH:9][CH:8]=[C:7]2[C:3]=1[CH2:4][CH2:5][N:6]2[C:11](=[O:28])[CH:12]([C:14]1[NH:19][C:18](=[O:20])[CH:17]=[C:16]([N:22]2[CH2:23][CH2:24][O:25][CH2:26][CH2:27]2)[N:15]=1)[CH3:13]. (7) Given the reactants [Cl:1][C:2]1[CH:3]=[C:4]([CH:7]=[CH:8][C:9]=1[O:10][CH:11]([CH3:13])[CH3:12])[CH2:5]O.C(Br)(Br)(Br)[Br:15].C1(P(C2C=CC=CC=2)C2C=CC=CC=2)C=CC=CC=1, predict the reaction product. The product is: [Cl:1][C:2]1[CH:3]=[C:4]([CH:7]=[CH:8][C:9]=1[O:10][CH:11]([CH3:13])[CH3:12])[CH2:5][Br:15].